Dataset: Forward reaction prediction with 1.9M reactions from USPTO patents (1976-2016). Task: Predict the product of the given reaction. (1) Given the reactants [NH2:1][C@H:2]1[C:11]2[C:6](=[CH:7][CH:8]=[CH:9][CH:10]=2)[N:5]([C:12](=[O:14])[CH3:13])[C@@H:4]([CH:15]2[CH2:17][CH2:16]2)[C@@H:3]1[CH3:18].Br[C:20]1[CH:25]=[CH:24][CH:23]=[C:22]([F:26])[N:21]=1.CN(C1C(C2C(P(C3CCCCC3)C3CCCCC3)=CC=CC=2)=CC=CC=1)C.CC(C)([O-])C.[Na+], predict the reaction product. The product is: [CH:15]1([C@H:4]2[C@H:3]([CH3:18])[C@@H:2]([NH:1][C:20]3[CH:25]=[CH:24][CH:23]=[C:22]([F:26])[N:21]=3)[C:11]3[C:6](=[CH:7][CH:8]=[CH:9][CH:10]=3)[N:5]2[C:12](=[O:14])[CH3:13])[CH2:17][CH2:16]1. (2) Given the reactants [OH:1][CH2:2][C:3]1[CH:8]=[CH:7][NH:6][C:5](=[O:9])[CH:4]=1.CN(C=O)C.N1C=CN=C1.[Si:20](Cl)([C:23]([CH3:26])([CH3:25])[CH3:24])([CH3:22])[CH3:21], predict the reaction product. The product is: [CH3:24][C:23]([Si:20]([CH3:22])([CH3:21])[O:1][CH2:2][C:3]1[CH:8]=[CH:7][NH:6][C:5](=[O:9])[CH:4]=1)([CH3:26])[CH3:25]. (3) Given the reactants [NH2:1][CH2:2][CH2:3][O:4][CH2:5][CH2:6][O:7][CH2:8][CH2:9][O:10][CH2:11][CH2:12][CH2:13][O:14][C:15]1[CH:20]=[CH:19][C:18]([N:21]2[C:25]([CH3:27])([CH3:26])[C:24](=[O:28])[N:23]([C:29]3[CH:36]=[CH:35][C:32]([C:33]#[N:34])=[C:31]([C:37]([F:40])([F:39])[F:38])[CH:30]=3)[C:22]2=[S:41])=[CH:17][CH:16]=1.[O:42]=[C:43]1[CH:48]([N:49]2[C:57](=[O:58])[C:56]3[C:51](=[CH:52][CH:53]=[CH:54][C:55]=3F)[C:50]2=[O:60])[CH2:47][CH2:46][C:45](=[O:61])[NH:44]1.C(N(C(C)C)C(C)C)C, predict the reaction product. The product is: [O:42]=[C:43]1[CH:48]([N:49]2[C:57](=[O:58])[C:56]3[C:51](=[CH:52][CH:53]=[CH:54][C:55]=3[NH:1][CH2:2][CH2:3][O:4][CH2:5][CH2:6][O:7][CH2:8][CH2:9][O:10][CH2:11][CH2:12][CH2:13][O:14][C:15]3[CH:16]=[CH:17][C:18]([N:21]4[C:25]([CH3:27])([CH3:26])[C:24](=[O:28])[N:23]([C:29]5[CH:36]=[CH:35][C:32]([C:33]#[N:34])=[C:31]([C:37]([F:39])([F:38])[F:40])[CH:30]=5)[C:22]4=[S:41])=[CH:19][CH:20]=3)[C:50]2=[O:60])[CH2:47][CH2:46][C:45](=[O:61])[NH:44]1.